Dataset: Reaction yield outcomes from USPTO patents with 853,638 reactions. Task: Predict the reaction yield, written as a fraction of the theoretical maximum amount of product (1.0 means a 100% yield; for example, 0.34 means a 34% yield). (1) The reactants are C[Sn](C)(C)[C:3]1[CH:4]=[CH:5][C:6]([C:9]([OH:12])([CH3:11])[CH3:10])=[N:7][CH:8]=1.Br[C:16]1[N:21]=[C:20]2[N:22]([C@H:27]3[CH2:32][CH2:31][C@H:30]([O:33][CH3:34])[CH2:29][CH2:28]3)[C:23](=[O:26])[CH2:24][NH:25][C:19]2=[N:18][CH:17]=1. The catalyst is CN(C)C=O. The product is [OH:12][C:9]([C:6]1[N:7]=[CH:8][C:3]([C:16]2[N:21]=[C:20]3[N:22]([C@H:27]4[CH2:32][CH2:31][C@H:30]([O:33][CH3:34])[CH2:29][CH2:28]4)[C:23](=[O:26])[CH2:24][NH:25][C:19]3=[N:18][CH:17]=2)=[CH:4][CH:5]=1)([CH3:11])[CH3:10]. The yield is 0.420. (2) The reactants are [CH2:1]([C@H:8]1[CH2:13][N:12]([C:14]2[CH:19]=[CH:18][C:17]([O:20][CH3:21])=[C:16]([O:22][CH:23]3[CH2:27][CH2:26][CH2:25][CH2:24]3)[CH:15]=2)[CH2:11][CH2:10][N:9]1[C:28](=[O:34])[C:29]([O:31]CC)=O)[C:2]1[CH:7]=[CH:6][CH:5]=[CH:4][CH:3]=1.[NH3:35].[C-]#N.[Na+]. The catalyst is CO. The product is [CH2:1]([C@H:8]1[CH2:13][N:12]([C:14]2[CH:19]=[CH:18][C:17]([O:20][CH3:21])=[C:16]([O:22][CH:23]3[CH2:27][CH2:26][CH2:25][CH2:24]3)[CH:15]=2)[CH2:11][CH2:10][N:9]1[C:28](=[O:34])[C:29]([NH2:35])=[O:31])[C:2]1[CH:3]=[CH:4][CH:5]=[CH:6][CH:7]=1. The yield is 0.780. (3) The product is [N+:5]([CH2:8][C:9]1([CH2:15][CH2:16][NH2:17])[CH2:14][CH2:13][CH2:12][CH2:11][CH2:10]1)([O-:7])=[O:6]. The reactants are CSC.B.[N+:5]([CH2:8][C:9]1([CH2:15][C:16]#[N:17])[CH2:14][CH2:13][CH2:12][CH2:11][CH2:10]1)([O-:7])=[O:6].CO.Cl. The catalyst is C1(C)C=CC=CC=1.O1CCOCC1. The yield is 0.470.